From a dataset of Full USPTO retrosynthesis dataset with 1.9M reactions from patents (1976-2016). Predict the reactants needed to synthesize the given product. (1) Given the product [C:14]1([S:20]([NH:23][C:24](=[O:46])[C:25]2[CH:30]=[CH:29][C:28]([NH:31][C:8](=[O:12])[CH2:9][CH2:10][CH3:11])=[C:27]([NH:32][CH2:33][C:34]3[CH:39]=[CH:38][C:37]([C:40]4[CH:41]=[CH:42][CH:43]=[CH:44][CH:45]=4)=[CH:36][CH:35]=3)[CH:26]=2)(=[O:21])=[O:22])[CH:15]=[CH:16][CH:17]=[CH:18][CH:19]=1, predict the reactants needed to synthesize it. The reactants are: C(N(CC)CC)C.[C:8](Cl)(=[O:12])[CH2:9][CH2:10][CH3:11].[C:14]1([S:20]([NH:23][C:24](=[O:46])[C:25]2[CH:30]=[CH:29][C:28]([NH2:31])=[C:27]([NH:32][CH2:33][C:34]3[CH:39]=[CH:38][C:37]([C:40]4[CH:45]=[CH:44][CH:43]=[CH:42][CH:41]=4)=[CH:36][CH:35]=3)[CH:26]=2)(=[O:22])=[O:21])[CH:19]=[CH:18][CH:17]=[CH:16][CH:15]=1. (2) Given the product [CH2:1]([C:8]1[C:9]([O:30][C@H:31]2[C@H:36]([OH:37])[C@H:35]([OH:39])[C@@H:34]([O:41][CH3:42])[C:33]([CH3:43])([CH3:44])[O:32]2)=[CH:10][CH:11]=[C:12]2[C:17]=1[O:16][C:15](=[O:18])[C:14]([NH:19][C:20]([C:57]1[NH:56][C:64]3[C:59]([CH:58]=1)=[CH:60][CH:61]=[CH:62][CH:63]=3)=[O:29])=[CH:13]2)[C:2]1[CH:7]=[CH:6][CH:5]=[CH:4][CH:3]=1, predict the reactants needed to synthesize it. The reactants are: [CH2:1]([C:8]1[C:9]([O:30][C@H:31]2[C@@H:36]3[O:37]C(=O)[O:39][C@@H:35]3[C@@H:34]([O:41][CH3:42])[C:33]([CH3:44])([CH3:43])[O:32]2)=[CH:10][CH:11]=[C:12]2[C:17]=1[O:16][C:15](=[O:18])[C:14]([NH:19][C:20](=[O:29])OCC1C=CC=CC=1)=[CH:13]2)[C:2]1[CH:7]=[CH:6][CH:5]=[CH:4][CH:3]=1.CCN=C=NCCCN(C)C.[NH:56]1[C:64]2[C:59](=[CH:60][CH:61]=[CH:62][CH:63]=2)[CH:58]=[C:57]1C(O)=O.C(=O)([O-])[O-].